The task is: Predict the product of the given reaction.. This data is from Forward reaction prediction with 1.9M reactions from USPTO patents (1976-2016). (1) Given the reactants Cl.[CH3:2][NH:3][CH3:4].C(N(CC)CC)C.[I:12][C:13]1[CH:21]=[CH:20][C:16]([C:17](Cl)=[O:18])=[CH:15][CH:14]=1, predict the reaction product. The product is: [I:12][C:13]1[CH:21]=[CH:20][C:16]([C:17]([N:3]([CH3:4])[CH3:2])=[O:18])=[CH:15][CH:14]=1. (2) The product is: [CH2:27]([NH:34][CH:22]1[CH2:23][CH2:24][CH2:25][N:20]([C:19]2[C:14]3[CH:13]=[CH:12][N:11]([S:1]([C:4]4[CH:10]=[CH:9][C:7]([CH3:8])=[CH:6][CH:5]=4)(=[O:3])=[O:2])[C:15]=3[N:16]=[CH:17][N:18]=2)[CH2:21]1)[C:28]1[CH:33]=[CH:32][CH:31]=[CH:30][CH:29]=1. Given the reactants [S:1]([N:11]1[C:15]2[N:16]=[CH:17][N:18]=[C:19]([N:20]3[CH2:25][CH2:24][CH2:23][C:22](=O)[CH2:21]3)[C:14]=2[CH:13]=[CH:12]1)([C:4]1[CH:10]=[CH:9][C:7]([CH3:8])=[CH:6][CH:5]=1)(=[O:3])=[O:2].[CH2:27]([NH2:34])[C:28]1[CH:33]=[CH:32][CH:31]=[CH:30][CH:29]=1.CC(O)=O.[BH3-]C#N.[Na+], predict the reaction product. (3) Given the reactants Br[C:2]1[C:3]2[CH:17]=[CH:16][CH:15]=[CH:14][C:4]=2[O:5][C:6]=1[CH:7]([O:11][CH2:12][CH3:13])[O:8][CH2:9][CH3:10].C([Li])(C)(C)C.CON(C)[C:26](=[O:34])[C:27]1[CH:32]=[CH:31][CH:30]=[CH:29][C:28]=1[F:33].O, predict the reaction product. The product is: [CH2:9]([O:8][CH:7]([O:11][CH2:12][CH3:13])[C:6]1[O:5][C:4]2[CH:14]=[CH:15][CH:16]=[CH:17][C:3]=2[C:2]=1[C:26](=[O:34])[C:27]1[CH:32]=[CH:31][CH:30]=[CH:29][C:28]=1[F:33])[CH3:10]. (4) Given the reactants [H-].[Na+].[C:3]([O:6][C@H:7]1[CH2:24][CH2:23][C@@:22]2([CH2:25][OH:26])[C:9](=[CH:10][CH2:11][C@@H:12]3[C@@H:21]2[CH2:20][CH2:19][C@@:17]2([CH3:18])[C@H:13]3[CH2:14][CH2:15][C@@H:16]2[O:27][C:28](=[O:30])[CH3:29])[CH2:8]1)(=[O:5])[CH3:4].I[CH3:32], predict the reaction product. The product is: [C:3]([O:6][C@H:7]1[CH2:24][CH2:23][C@@:22]2([CH2:25][O:26][CH3:32])[C:9](=[CH:10][CH2:11][C@@H:12]3[C@@H:21]2[CH2:20][CH2:19][C@@:17]2([CH3:18])[C@H:13]3[CH2:14][CH2:15][C@@H:16]2[O:27][C:28](=[O:30])[CH3:29])[CH2:8]1)(=[O:5])[CH3:4]. (5) The product is: [C:35]([O:34][C@@H:28]([C:15]1[C:14]([CH3:39])=[N:13][C:12]2=[CH:40][C:9]3=[N:10][N:11]2[C:16]=1[N:17]1[CH2:18][CH2:19][C:20]([CH3:23])([O:24][CH2:25][CH2:26][CH2:27][CH2:1][C:4]2[CH:44]=[C:43]([F:45])[C:42]([F:46])=[CH:41][C:5]=2[CH2:6][O:7][CH2:8]3)[CH2:21][CH2:22]1)[C:29]([O:31][CH2:32][CH3:33])=[O:30])([CH3:37])([CH3:36])[CH3:38]. Given the reactants [CH2:1]([C:4]1[CH:44]=[C:43]([F:45])[C:42]([F:46])=[CH:41][C:5]=1[CH2:6][O:7][CH2:8][C:9]1[CH:40]=[C:12]2[N:13]=[C:14]([CH3:39])[C:15]([C@H:28]([O:34][C:35]([CH3:38])([CH3:37])[CH3:36])[C:29]([O:31][CH2:32][CH3:33])=[O:30])=[C:16]([N:17]3[CH2:22][CH2:21][C:20]([O:24][CH2:25][CH:26]=[CH2:27])([CH3:23])[CH2:19][CH2:18]3)[N:11]2[N:10]=1)C=C.[BH4-].[Na+], predict the reaction product. (6) The product is: [OH:19][C@@H:18]([C:20]1[CH:25]=[CH:24][CH:23]=[CH:22][C:21]=1[CH3:26])[CH2:17][CH2:16][C:3]1[C:4]([CH2:13][O:14][CH3:15])=[CH:5][C:6]2[N:7]([CH3:12])[C:8]([CH3:11])=[N:9][C:10]=2[C:2]=1[OH:1]. Given the reactants [OH:1][C:2]1[C:10]2[N:9]=[C:8]([CH3:11])[N:7]([CH3:12])[C:6]=2[CH:5]=[C:4]([CH2:13][O:14][CH3:15])[C:3]=1[CH2:16][CH2:17][C:18]([C:20]1[CH:25]=[CH:24][CH:23]=[CH:22][C:21]=1[CH3:26])=[O:19].CC([O-])(C)C.[K+].[H][H].[Cl-].[NH4+], predict the reaction product.